This data is from Reaction yield outcomes from USPTO patents with 853,638 reactions. The task is: Predict the reaction yield, written as a fraction of the theoretical maximum amount of product (1.0 means a 100% yield; for example, 0.34 means a 34% yield). (1) The reactants are C(N1CCN(C2SC(C(O)=O)=C(C)N=2)C1=O)C1C=CC=CC=1.[CH3:23][C:24]1[N:25]=[C:26]([N:32]2[CH2:36][CH2:35][N:34]([CH2:37][C:38]3[CH:43]=[CH:42][C:41]([O:44][C:45]([F:48])([F:47])[F:46])=[CH:40][CH:39]=3)[C:33]2=[O:49])[S:27][C:28]=1[C:29](O)=[O:30].[NH2:50][C:51]1[CH:56]=[CH:55][CH:54]=[CH:53][CH:52]=1. No catalyst specified. The product is [CH3:23][C:24]1[N:25]=[C:26]([N:32]2[CH2:36][CH2:35][N:34]([CH2:37][C:38]3[CH:39]=[CH:40][C:41]([O:44][C:45]([F:47])([F:46])[F:48])=[CH:42][CH:43]=3)[C:33]2=[O:49])[S:27][C:28]=1[C:29]([NH:50][C:51]1[CH:56]=[CH:55][CH:54]=[CH:53][CH:52]=1)=[O:30]. The yield is 0.670. (2) The reactants are [NH2:1][C:2]1[CH:9]=[CH:8][C:5]([C:6]#[N:7])=[C:4]([OH:10])[CH:3]=1.C(=O)([O-])O.[Na+].[C:16]([C:18]([C:21]1[CH:22]=[C:23]([CH:27]=[CH:28][CH:29]=1)[C:24](Cl)=[O:25])([CH3:20])[CH3:19])#[N:17]. The catalyst is O1CCCC1. The product is [C:6]([C:5]1[CH:8]=[CH:9][C:2]([NH:1][C:24](=[O:25])[C:23]2[CH:27]=[CH:28][CH:29]=[C:21]([C:18]([C:16]#[N:17])([CH3:19])[CH3:20])[CH:22]=2)=[CH:3][C:4]=1[OH:10])#[N:7]. The yield is 0.440. (3) The reactants are Cl[C:2]1[C:10]([F:11])=[C:9]2[C:5]([CH:6]=[CH:7][N:8]2[CH3:12])=[CH:4][C:3]=1[CH:13]=[O:14].[CH:15]([B-](F)(F)F)=[CH2:16].[K+].C([O-])([O-])=O.[K+].[K+].O1CCOCC1. The catalyst is CC([O-])=O.CC([O-])=O.[Pd+2].COC1C=CC=C(OC)C=1C1C=CC=CC=1P(C1CCCCC1)C1CCCCC1.O. The product is [F:11][C:10]1[C:2]([CH:15]=[CH2:16])=[C:3]([CH:13]=[O:14])[CH:4]=[C:5]2[C:9]=1[N:8]([CH3:12])[CH:7]=[CH:6]2. The yield is 0.810.